From a dataset of Peptide-MHC class II binding affinity with 134,281 pairs from IEDB. Regression. Given a peptide amino acid sequence and an MHC pseudo amino acid sequence, predict their binding affinity value. This is MHC class II binding data. (1) The peptide sequence is DAPYMVGDVITSGDI. The MHC is DRB5_0101 with pseudo-sequence DRB5_0101. The binding affinity (normalized) is 0.472. (2) The peptide sequence is LFAAFPSFAGLRPTF. The MHC is DRB1_0401 with pseudo-sequence DRB1_0401. The binding affinity (normalized) is 0.555. (3) The peptide sequence is TRSVETDKGPLDKEA. The MHC is DRB1_0801 with pseudo-sequence DRB1_0801. The binding affinity (normalized) is 0. (4) The peptide sequence is TFHVEKGSNPNYLAL. The MHC is HLA-DQA10501-DQB10201 with pseudo-sequence HLA-DQA10501-DQB10201. The binding affinity (normalized) is 0.0668. (5) The peptide sequence is INEPTAAAIAYGLCR. The MHC is HLA-DQA10102-DQB10602 with pseudo-sequence HLA-DQA10102-DQB10602. The binding affinity (normalized) is 0.598. (6) The peptide sequence is GELQIVDKIDAAWKI. The MHC is DRB1_0404 with pseudo-sequence DRB1_0404. The binding affinity (normalized) is 0.576. (7) The peptide sequence is AEIGSAISTANGAAA. The MHC is HLA-DPA10301-DPB10402 with pseudo-sequence HLA-DPA10301-DPB10402. The binding affinity (normalized) is 0.0260.